Task: Predict the product of the given reaction.. Dataset: Forward reaction prediction with 1.9M reactions from USPTO patents (1976-2016) (1) Given the reactants [F:1][C:2]1[CH:3]=[C:4]2[C:8](=[CH:9][CH:10]=1)[NH:7][CH:6]=[C:5]2[CH2:11][CH2:12][CH2:13][NH:14][CH2:15][CH:16]1[O:25][C:24]2[C:19](=[CH:20][CH:21]=[C:22]3[N:28]=[C:27]([CH3:29])[O:26][C:23]3=2)[O:18][CH2:17]1.[CH:30](=O)[CH3:31].C([BH3-])#N.[Na+].C(O)(=O)C, predict the reaction product. The product is: [CH2:30]([N:14]([CH2:13][CH2:12][CH2:11][C:5]1[C:4]2[C:8](=[CH:9][CH:10]=[C:2]([F:1])[CH:3]=2)[NH:7][CH:6]=1)[CH2:15][CH:16]1[CH2:17][O:18][C:19]2[CH:20]=[CH:21][C:22]3[N:28]=[C:27]([CH3:29])[O:26][C:23]=3[C:24]=2[O:25]1)[CH3:31]. (2) Given the reactants [H-].[Li+].[Li+].[B-]12(OC(=O)C(=O)O1)OC(=O)[C:6](=O)O2.O.[C:18]1(=[O:24])[O:23][CH:21]([CH3:22])[CH2:20][O:19]1, predict the reaction product. The product is: [C:18]1(=[O:24])[O:23][CH2:21][CH2:20][O:19]1.[C:18]1(=[O:24])[O:19][CH2:20][CH2:6][CH2:22][CH2:21][O:23]1.